This data is from Forward reaction prediction with 1.9M reactions from USPTO patents (1976-2016). The task is: Predict the product of the given reaction. (1) Given the reactants [Li]CCCC.Br[C:7]1[C:15]([C:16]2[CH:21]=[CH:20][C:19]([F:22])=[CH:18][CH:17]=2)=[CH:14][C:10]2[O:11][CH2:12][O:13][C:9]=2[CH:8]=1.C[O:24][B:25](OC)[O:26]C.[OH-].[Na+], predict the reaction product. The product is: [F:22][C:19]1[CH:20]=[CH:21][C:16]([C:15]2[C:7]([B:25]([OH:26])[OH:24])=[CH:8][C:9]3[O:13][CH2:12][O:11][C:10]=3[CH:14]=2)=[CH:17][CH:18]=1. (2) Given the reactants [CH2:1]([C:3]1[N:7]([CH2:8][CH2:9][CH3:10])[N:6]=[C:5]([C:11]([O:13]CC)=O)[CH:4]=1)[CH3:2].[OH-].[NH4+:17].CO, predict the reaction product. The product is: [CH2:1]([C:3]1[N:7]([CH2:8][CH2:9][CH3:10])[N:6]=[C:5]([C:11]([NH2:17])=[O:13])[CH:4]=1)[CH3:2]. (3) The product is: [CH2:1]([O:3][C:4]([C:6]1([CH2:9][NH:10][CH:12]([CH3:14])[CH3:11])[CH2:8][CH2:7]1)=[O:5])[CH3:2]. Given the reactants [CH2:1]([O:3][C:4]([C:6]1([CH2:9][NH2:10])[CH2:8][CH2:7]1)=[O:5])[CH3:2].[CH3:11][C:12]([CH3:14])=O.C([O-])(=O)C.[Na+].C(O[BH-](OC(=O)C)OC(=O)C)(=O)C.[Na+], predict the reaction product.